The task is: Predict the reaction yield, written as a fraction of the theoretical maximum amount of product (1.0 means a 100% yield; for example, 0.34 means a 34% yield).. This data is from Reaction yield outcomes from USPTO patents with 853,638 reactions. (1) The reactants are [NH2:1][C:2]1[N:7]=[CH:6][N:5]=[C:4]([NH:8][C@H:9]([C:11]2[N:16]([C:17]3[CH:22]=[CH:21][CH:20]=[CH:19][CH:18]=3)[C:15](=[O:23])[C:14]3=[C:24]([CH3:27])[CH:25]=[CH:26][N:13]3[N:12]=2)[CH3:10])[C:3]=1Br.[NH:29]1[C:37]2[C:32](=[CH:33][CH:34]=[C:35](B(O)O)[CH:36]=2)[CH:31]=[CH:30]1.C(=O)([O-])[O-].[Cs+].[Cs+]. The catalyst is O1CCOCC1.C(OCC)(=O)C. The product is [NH2:1][C:2]1[N:7]=[CH:6][N:5]=[C:4]([NH:8][C@H:9]([C:11]2[N:16]([C:17]3[CH:22]=[CH:21][CH:20]=[CH:19][CH:18]=3)[C:15](=[O:23])[C:14]3=[C:24]([CH3:27])[CH:25]=[CH:26][N:13]3[N:12]=2)[CH3:10])[C:3]=1[C:35]1[CH:36]=[C:37]2[C:32]([CH:31]=[CH:30][NH:29]2)=[CH:33][CH:34]=1. The yield is 0.940. (2) The reactants are Br[C:2]1[CH:3]=[C:4]([NH:10][C:11]2[CH:16]=[CH:15][C:14]([CH:17]3[CH2:20][N:19]([CH3:21])[CH2:18]3)=[CH:13][N:12]=2)[C:5](=[O:9])[N:6]([CH3:8])[CH:7]=1.[C:22]([O:25][CH2:26][C:27]1[C:28]([N:36]2[CH2:48][CH2:47][C:46]3[N:45]4[C:40]([CH2:41][CH2:42][CH2:43][CH2:44]4)=[CH:39][C:38]=3[C:37]2=[O:49])=[N:29][CH:30]=[CH:31][C:32]=1B(O)O)(=[O:24])[CH3:23].[O-]P([O-])([O-])=O.[K+].[K+].[K+].O. The catalyst is C1C=CC(P(C2C=CC=CC=2)[C-]2C=CC=C2)=CC=1.C1C=CC(P(C2C=CC=CC=2)[C-]2C=CC=C2)=CC=1.Cl[Pd]Cl.[Fe+2].C(#N)C. The product is [C:22]([O:25][CH2:26][C:27]1[C:28]([N:36]2[CH2:48][CH2:47][C:46]3[N:45]4[C:40]([CH2:41][CH2:42][CH2:43][CH2:44]4)=[CH:39][C:38]=3[C:37]2=[O:49])=[N:29][CH:30]=[CH:31][C:32]=1[C:2]1[CH:3]=[C:4]([NH:10][C:11]2[CH:16]=[CH:15][C:14]([CH:17]3[CH2:20][N:19]([CH3:21])[CH2:18]3)=[CH:13][N:12]=2)[C:5](=[O:9])[N:6]([CH3:8])[CH:7]=1)(=[O:24])[CH3:23]. The yield is 0.430. (3) The yield is 0.587. No catalyst specified. The product is [CH:1](/[S:9]([NH:18][C:17]1[CH:19]=[CH:20][C:14]([F:13])=[CH:15][CH:16]=1)(=[O:11])=[O:10])=[CH:2]\[C:3]1[CH:8]=[CH:7][CH:6]=[CH:5][CH:4]=1. The reactants are [CH:1](/[S:9](Cl)(=[O:11])=[O:10])=[CH:2]\[C:3]1[CH:8]=[CH:7][CH:6]=[CH:5][CH:4]=1.[F:13][C:14]1[CH:20]=[CH:19][C:17]([NH2:18])=[CH:16][CH:15]=1. (4) The reactants are [Cl:1][C:2]1[C:10]2[N:9]=[C:8]3[NH:11][CH2:12][CH2:13][N:7]3[C:6]=2[C:5]([CH:14]([CH2:17][CH3:18])[CH2:15][CH3:16])=[CH:4][CH:3]=1.[H-].[Na+].[CH3:21][C:22]1[CH:27]=[C:26]([CH3:28])[C:25]([C:29](C)=[O:30])=[C:24]([CH3:32])[CH:23]=1. The catalyst is CN(C)C=O.O. The product is [Cl:1][C:2]1[C:10]2[N:9]=[C:8]3[N:11]([C:29]([C:25]4[C:24]([CH3:32])=[CH:23][C:22]([CH3:21])=[CH:27][C:26]=4[CH3:28])=[O:30])[CH2:12][CH2:13][N:7]3[C:6]=2[C:5]([CH:14]([CH2:17][CH3:18])[CH2:15][CH3:16])=[CH:4][CH:3]=1. The yield is 0.470. (5) The reactants are I[C:2]1[C:10]2[C:5](=[CH:6][CH:7]=[C:8]([C:11]3[O:15][N:14]=[C:13]([NH2:16])[N:12]=3)[CH:9]=2)[NH:4][CH:3]=1.[CH:17]([NH:20][C:21]1[CH:26]=[N:25][CH:24]=[C:23]([Sn](CCCC)(CCCC)CCCC)[N:22]=1)([CH3:19])[CH3:18].N#N. The catalyst is C1C=CC([P]([Pd]([P](C2C=CC=CC=2)(C2C=CC=CC=2)C2C=CC=CC=2)([P](C2C=CC=CC=2)(C2C=CC=CC=2)C2C=CC=CC=2)[P](C2C=CC=CC=2)(C2C=CC=CC=2)C2C=CC=CC=2)(C2C=CC=CC=2)C2C=CC=CC=2)=CC=1. The product is [CH:17]([NH:20][C:21]1[N:22]=[C:23]([C:2]2[C:10]3[C:5](=[CH:6][CH:7]=[C:8]([C:11]4[O:15][N:14]=[C:13]([NH2:16])[N:12]=4)[CH:9]=3)[NH:4][CH:3]=2)[CH:24]=[N:25][CH:26]=1)([CH3:19])[CH3:18]. The yield is 0.100.